From a dataset of Catalyst prediction with 721,799 reactions and 888 catalyst types from USPTO. Predict which catalyst facilitates the given reaction. (1) Reactant: [Br:1][C:2]1[CH:7]=[CH:6][C:5]([F:8])=[C:4]([F:9])[C:3]=1[F:10].[Li+].C[Si]([N-][Si](C)(C)C)(C)C.[C:21](=[O:23])=[O:22]. Product: [Br:1][C:2]1[C:3]([F:10])=[C:4]([F:9])[C:5]([F:8])=[C:6]([CH:7]=1)[C:21]([OH:23])=[O:22]. The catalyst class is: 1. (2) Reactant: [CH2:1]([O:8][C:9](=[O:19])[NH:10][C:11]([C:17]#[N:18])([CH3:16])[CH2:12][CH:13]1[CH2:15][CH2:14]1)[C:2]1[CH:7]=[CH:6][CH:5]=[CH:4][CH:3]=1.C(N(CC)CC)C.Cl.[NH2:28][OH:29]. Product: [CH2:1]([O:8][C:9](=[O:19])[NH:10][C:11]([C:17](=[NH:18])[NH:28][OH:29])([CH3:16])[CH2:12][CH:13]1[CH2:15][CH2:14]1)[C:2]1[CH:7]=[CH:6][CH:5]=[CH:4][CH:3]=1. The catalyst class is: 8. (3) Reactant: [CH3:1][NH:2][CH3:3].Cl.C1([S:11]([N:14]2[C:26]3[CH2:25][N:24]([CH2:27][CH:28]([CH:37]4[CH2:42][CH2:41][C:40](=O)[CH2:39][CH2:38]4)[O:29][Si:30]([C:33]([CH3:36])([CH3:35])[CH3:34])([CH3:32])[CH3:31])[CH2:23][CH2:22][C:21]=3[C:20]3[C:15]2=[CH:16][CH:17]=[CH:18][CH:19]=3)(=[O:13])=[O:12])C=CC=CC=1.[C-:44]#[N:45].[K+]. Product: [C:15]1([S:11]([N:14]2[C:26]3[CH2:25][N:24]([CH2:27][CH:28]([CH:37]4[CH2:38][CH2:39][C:40]([N:2]([CH3:3])[CH3:1])([C:44]#[N:45])[CH2:41][CH2:42]4)[O:29][Si:30]([C:33]([CH3:35])([CH3:34])[CH3:36])([CH3:32])[CH3:31])[CH2:23][CH2:22][C:21]=3[C:20]3[C:15]2=[CH:16][CH:17]=[CH:18][CH:19]=3)(=[O:13])=[O:12])[CH:20]=[CH:19][CH:18]=[CH:17][CH:16]=1. The catalyst class is: 364. (4) Reactant: [Cl:1][C:2]1[N:3]=[C:4]([N:15]2[CH2:20][CH2:19][O:18][CH2:17][CH2:16]2)[C:5]2[S:10][C:9](S(C)(=O)=O)=[N:8][C:6]=2[N:7]=1.[CH3:21][S:22]([N:25]1[CH2:30][CH2:29][NH:28][CH2:27][CH2:26]1)(=[O:24])=[O:23].C([O-])(=O)C.[Na+]. Product: [Cl:1][C:2]1[N:3]=[C:4]([N:15]2[CH2:16][CH2:17][O:18][CH2:19][CH2:20]2)[C:5]2[S:10][C:9]([N:28]3[CH2:29][CH2:30][N:25]([S:22]([CH3:21])(=[O:24])=[O:23])[CH2:26][CH2:27]3)=[N:8][C:6]=2[N:7]=1. The catalyst class is: 26. (5) Reactant: [H-].[Na+].[OH:3][CH2:4][CH2:5][N:6]1[C:10](=[O:11])[C:9]2=[CH:12][CH:13]=[CH:14][CH:15]=[C:8]2[C:7]1=[O:16].[CH3:17][CH2:18][O:19][C:20]([CH3:22])=[O:21].C1C[O:26][CH2:25][CH2:24]1. Product: [CH2:18]([O:19][C:20](=[O:21])[CH2:22][C:25](=[O:26])[CH2:24][O:3][CH2:4][CH2:5][N:6]1[C:10](=[O:11])[C:9]2[C:8](=[CH:15][CH:14]=[CH:13][CH:12]=2)[C:7]1=[O:16])[CH3:17]. The catalyst class is: 3. (6) Reactant: [CH3:1][C:2]1[CH:7]=[CH:6][C:5]([C:8]2[CH:13]=[C:12]([N:14]3[CH2:19][CH2:18][CH2:17][CH2:16][C:15]3=[O:20])[CH:11]=[C:10]([C:21](O)=[O:22])[CH:9]=2)=[CH:4][CH:3]=1.Cl.CN(C)CCCN=C=NCC.O.ON1C2C=CC=CC=2N=N1.[CH3:47][C:48]1[N:53]=[CH:52][C:51]([CH2:54][NH2:55])=[CH:50][N:49]=1.C(N(CC)C(C)C)(C)C. Product: [CH3:1][C:2]1[CH:3]=[CH:4][C:5]([C:8]2[CH:13]=[C:12]([N:14]3[CH2:19][CH2:18][CH2:17][CH2:16][C:15]3=[O:20])[CH:11]=[C:10]([C:21]([NH:55][CH2:54][C:51]3[CH:50]=[N:49][C:48]([CH3:47])=[N:53][CH:52]=3)=[O:22])[CH:9]=2)=[CH:6][CH:7]=1. The catalyst class is: 2. (7) Reactant: Cl.[C@H:2]12[CH2:8][C@H:5]([NH:6][CH2:7]1)[CH2:4][N:3]2[C:9]([C:11]1[NH:12][C:13]2[C:18]([CH:19]=1)=[CH:17][CH:16]=[CH:15][CH:14]=2)=[O:10].C=O.[BH-](OC(C)=O)(OC(C)=O)O[C:24](C)=O.[Na+]. Product: [NH:12]1[C:13]2[C:18](=[CH:17][CH:16]=[CH:15][CH:14]=2)[CH:19]=[C:11]1[C:9]([N:3]1[CH2:4][C@@H:5]2[CH2:8][C@H:2]1[CH2:7][N:6]2[CH3:24])=[O:10]. The catalyst class is: 68.